This data is from Forward reaction prediction with 1.9M reactions from USPTO patents (1976-2016). The task is: Predict the product of the given reaction. (1) The product is: [NH2:14][C:15]1[CH:23]=[CH:22][C:21]([O:24][C:25]([F:26])([F:27])[F:28])=[CH:20][C:16]=1[C:17]([NH:13][NH:12][C:5]1[CH:6]=[C:7]([C:8]#[N:9])[CH:10]=[CH:11][C:4]=1[S:3][CH2:1][CH3:2])=[O:18]. Given the reactants [CH2:1]([S:3][C:4]1[CH:11]=[CH:10][C:7]([C:8]#[N:9])=[CH:6][C:5]=1[NH:12][NH2:13])[CH3:2].[NH2:14][C:15]1[CH:23]=[CH:22][C:21]([O:24][C:25]([F:28])([F:27])[F:26])=[CH:20][C:16]=1[C:17](O)=[O:18].BrC1C(C)=CC(C(NNC2C=C(Cl)C=CC=2SCC)=O)=C([N+]([O-])=O)C=1, predict the reaction product. (2) Given the reactants [CH3:1][O:2][C:3]1[N:8]=[C:7]([C:9](OC)=[O:10])[C:6]([NH:13][C:14]([C:16]2[C:25]3[C:20](=[CH:21][CH:22]=[CH:23][CH:24]=3)[C:19]([CH3:26])=[CH:18][CH:17]=2)=[O:15])=[CH:5][CH:4]=1.[NH2:27][CH2:28][CH:29]1[CH2:34][CH2:33][O:32][CH2:31][CH2:30]1, predict the reaction product. The product is: [CH3:26][C:19]1[C:20]2[C:25](=[CH:24][CH:23]=[CH:22][CH:21]=2)[C:16]([C:14]([NH:13][C:6]2[C:7]([C:9]([NH:27][CH2:28][CH:29]3[CH2:34][CH2:33][O:32][CH2:31][CH2:30]3)=[O:10])=[N:8][C:3]([O:2][CH3:1])=[CH:4][CH:5]=2)=[O:15])=[CH:17][CH:18]=1. (3) Given the reactants [Si:1]([O:18][CH:19]1[CH2:22][N:21]([C:23]2[S:24][CH:25]=[C:26]([C:28]([O:30]CC)=O)[N:27]=2)[CH2:20]1)([C:14]([CH3:17])([CH3:16])[CH3:15])([C:8]1[CH:13]=[CH:12][CH:11]=[CH:10][CH:9]=1)[C:2]1[CH:7]=[CH:6][CH:5]=[CH:4][CH:3]=1.[NH2:33][C:34]1[CH:39]=[CH:38][CH:37]=[CH:36][CH:35]=1.C[Al](C)C.C(O)(=O)C.C(OCC)(=O)C, predict the reaction product. The product is: [Si:1]([O:18][CH:19]1[CH2:20][N:21]([C:23]2[S:24][CH:25]=[C:26]([C:28](=[O:30])[NH:33][C:34]3[CH:39]=[CH:38][CH:37]=[CH:36][CH:35]=3)[N:27]=2)[CH2:22]1)([C:14]([CH3:16])([CH3:17])[CH3:15])([C:2]1[CH:7]=[CH:6][CH:5]=[CH:4][CH:3]=1)[C:8]1[CH:9]=[CH:10][CH:11]=[CH:12][CH:13]=1. (4) Given the reactants [N:1]([CH2:4][C:5]1[N:6]=[CH:7][N:8]([C:10]([C:23]2[CH:28]=[CH:27][CH:26]=[CH:25][CH:24]=2)([C:17]2[CH:22]=[CH:21][CH:20]=[CH:19][CH:18]=2)[C:11]2[CH:16]=[CH:15][CH:14]=[CH:13][CH:12]=2)[CH:9]=1)=[N+:2]=[N-:3].[C:29]([C:31]1[CH:36]=[CH:35][C:34]([N:37]2[CH2:41][CH:40]([CH2:42][NH:43][C:44](=[O:46])[CH3:45])[O:39][C:38]2=[O:47])=[CH:33][C:32]=1[F:48])#[CH:30], predict the reaction product. The product is: [F:48][C:32]1[CH:33]=[C:34]([N:37]2[CH2:41][C@H:40]([CH2:42][NH:43][C:44](=[O:46])[CH3:45])[O:39][C:38]2=[O:47])[CH:35]=[CH:36][C:31]=1[C:29]1[N:3]=[N:2][N:1]([CH2:4][C:5]2[N:6]=[CH:7][N:8]([C:10]([C:11]3[CH:16]=[CH:15][CH:14]=[CH:13][CH:12]=3)([C:17]3[CH:18]=[CH:19][CH:20]=[CH:21][CH:22]=3)[C:23]3[CH:28]=[CH:27][CH:26]=[CH:25][CH:24]=3)[CH:9]=2)[CH:30]=1. (5) Given the reactants [CH3:1][N:2]([CH3:38])[CH:3]1[CH2:8][CH2:7][N:6]([CH2:9][C:10]2[S:18][C:17]3[C:16]([N:19]4[CH2:24][CH2:23][O:22][CH2:21][CH2:20]4)=[N:15][C:14]([Sn](CCCC)(CCCC)CCCC)=[N:13][C:12]=3[CH:11]=2)[CH2:5][CH2:4]1.Br[C:40]1[C:41]2[CH:51]=[CH:50][CH:49]=[CH:48][C:42]=2[S:43][C:44]=1[C:45](=[O:47])[CH3:46], predict the reaction product. The product is: [CH3:1][N:2]([CH3:38])[CH:3]1[CH2:4][CH2:5][N:6]([CH2:9][C:10]2[S:18][C:17]3[C:16]([N:19]4[CH2:20][CH2:21][O:22][CH2:23][CH2:24]4)=[N:15][C:14]([C:40]4[C:41]5[CH:51]=[CH:50][CH:49]=[CH:48][C:42]=5[S:43][C:44]=4[C:45](=[O:47])[CH3:46])=[N:13][C:12]=3[CH:11]=2)[CH2:7][CH2:8]1. (6) The product is: [NH2:2][CH2:1][C:3]1[CH:12]=[C:11]2[C:6]([C:7]([C:25]3[CH:30]=[CH:29][C:28]([CH3:31])=[C:27]([CH3:32])[CH:26]=3)=[C:8]([CH:15]([O:20][C:21]([CH3:22])([CH3:23])[CH3:24])[C:16]([O:18][CH3:19])=[O:17])[N:9]([CH3:14])[C:10]2=[O:13])=[CH:5][CH:4]=1. Given the reactants [C:1]([C:3]1[CH:12]=[C:11]2[C:6]([C:7]([C:25]3[CH:30]=[CH:29][C:28]([CH3:31])=[C:27]([CH3:32])[CH:26]=3)=[C:8]([CH:15]([O:20][C:21]([CH3:24])([CH3:23])[CH3:22])[C:16]([O:18][CH3:19])=[O:17])[N:9]([CH3:14])[C:10]2=[O:13])=[CH:5][CH:4]=1)#[N:2].N, predict the reaction product.